From a dataset of Forward reaction prediction with 1.9M reactions from USPTO patents (1976-2016). Predict the product of the given reaction. (1) Given the reactants FC(F)(F)C(O)=O.[CH2:8]1[CH:12]2[CH2:13][C:14](=[O:16])[CH2:15][CH:11]2[CH2:10][NH:9]1.[N:17]1([C:22](Cl)=[O:23])[CH2:21][CH2:20][CH2:19][CH2:18]1.C(N(CC)CC)C.C(O)(=O)CC(CC(O)=O)(C(O)=O)O, predict the reaction product. The product is: [N:17]1([C:22]([N:9]2[CH2:10][CH:11]3[CH2:15][C:14](=[O:16])[CH2:13][CH:12]3[CH2:8]2)=[O:23])[CH2:21][CH2:20][CH2:19][CH2:18]1. (2) Given the reactants C(N(C(C)C)CC)(C)C.[Cl:10][C:11]1[CH:19]=[CH:18][C:14]([C:15](O)=[O:16])=[CH:13][C:12]=1[NH:20][C:21]([C:23]1[C:34](=[O:35])[NH:33][C:26]2[N:27]=[C:28]([O:31][CH3:32])[N:29]=[CH:30][C:25]=2[CH:24]=1)=[O:22].CN(C(ON1N=NC2C=CC=CC1=2)=[N+](C)C)C.F[P-](F)(F)(F)(F)F.[Cl:60][C:61]1[CH:68]=[CH:67][CH:66]=[CH:65][C:62]=1[CH2:63][NH2:64], predict the reaction product. The product is: [Cl:10][C:11]1[CH:19]=[CH:18][C:14]([C:15](=[O:16])[NH:64][CH2:63][C:62]2[CH:65]=[CH:66][CH:67]=[CH:68][C:61]=2[Cl:60])=[CH:13][C:12]=1[NH:20][C:21]([C:23]1[C:34](=[O:35])[NH:33][C:26]2[N:27]=[C:28]([O:31][CH3:32])[N:29]=[CH:30][C:25]=2[CH:24]=1)=[O:22]. (3) Given the reactants [Cl:1][C:2]1[CH:3]=[CH:4][C:5]([C:9]2[N:13]([CH2:14][C:15]3[CH:20]=[CH:19][CH:18]=[C:17]([Cl:21])[CH:16]=3)[C:12]3[CH:22]=[C:23]([F:27])[C:24]([F:26])=[CH:25][C:11]=3[N:10]=2)=[C:6]([OH:8])[CH:7]=1.Br[CH2:29][CH:30]1[CH2:34][CH2:33][CH2:32][CH2:31]1, predict the reaction product. The product is: [Cl:21][C:17]1[CH:16]=[C:15]([CH:20]=[CH:19][CH:18]=1)[CH2:14][N:13]1[C:12]2[CH:22]=[C:23]([F:27])[C:24]([F:26])=[CH:25][C:11]=2[N:10]=[C:9]1[C:5]1[CH:4]=[CH:3][C:2]([Cl:1])=[CH:7][C:6]=1[O:8][CH2:29][CH:30]1[CH2:34][CH2:33][CH2:32][CH2:31]1. (4) Given the reactants [Cl:1][C:2]1[C:3]([F:27])=[C:4]([CH:24]=[CH:25][CH:26]=1)[NH:5][C:6]1[C:15]2[C:10](=[CH:11][C:12]([O:22][CH3:23])=[C:13]([O:16][C@@H:17]3[CH2:21][CH2:20][NH:19][CH2:18]3)[CH:14]=2)[N:9]=[CH:8][N:7]=1.[C:28](OC(=O)C)(=[O:30])[CH3:29], predict the reaction product. The product is: [Cl:1][C:2]1[C:3]([F:27])=[C:4]([CH:24]=[CH:25][CH:26]=1)[NH:5][C:6]1[C:15]2[C:10](=[CH:11][C:12]([O:22][CH3:23])=[C:13]([O:16][C@@H:17]3[CH2:21][CH2:20][N:19]([C:28](=[O:30])[CH3:29])[CH2:18]3)[CH:14]=2)[N:9]=[CH:8][N:7]=1. (5) Given the reactants Br[CH2:2][C:3]1[CH:13]=[CH:12][C:11]([O:14][CH3:15])=[CH:10][C:4]=1[C:5]([O:7]CC)=O.[NH2:16][C:17]1[CH:25]=[CH:24][C:20]2[CH:21]=[CH:22][O:23][C:19]=2[CH:18]=1.C(N(CC)C(C)C)(C)C.O[Li].O, predict the reaction product. The product is: [O:23]1[C:19]2[CH:18]=[C:17]([N:16]3[CH2:2][C:3]4[C:4](=[CH:10][C:11]([O:14][CH3:15])=[CH:12][CH:13]=4)[C:5]3=[O:7])[CH:25]=[CH:24][C:20]=2[CH:21]=[CH:22]1. (6) The product is: [C:18]([O:22][C:23]([N:25]1[CH2:30][CH2:29][N:28]([C:31]2[CH:36]=[CH:35][CH:34]=[CH:33][C:32]=2[O:17][CH:13]2[CH2:14][CH2:15][CH2:16][N:11]([C:9]([O:8][CH2:1][C:2]3[CH:7]=[CH:6][CH:5]=[CH:4][CH:3]=3)=[O:10])[CH2:12]2)[CH2:27][CH2:26]1)=[O:24])([CH3:21])([CH3:19])[CH3:20]. Given the reactants [CH2:1]([O:8][C:9]([N:11]1[CH2:16][CH2:15][CH2:14][CH:13]([OH:17])[CH2:12]1)=[O:10])[C:2]1[CH:7]=[CH:6][CH:5]=[CH:4][CH:3]=1.[C:18]([O:22][C:23]([N:25]1[CH2:30][CH2:29][N:28]([C:31]2[CH:36]=[CH:35][CH:34]=[CH:33][C:32]=2O)[CH2:27][CH2:26]1)=[O:24])([CH3:21])([CH3:20])[CH3:19].C1(P(C2C=CC=CC=2)C2C=CC=CC=2)C=CC=CC=1.N(C(OC(C)C)=O)=NC(OC(C)C)=O, predict the reaction product.